From a dataset of Full USPTO retrosynthesis dataset with 1.9M reactions from patents (1976-2016). Predict the reactants needed to synthesize the given product. (1) The reactants are: [Br:1][C:2]1[CH:3]=[C:4]2[C@@:10]3([CH2:14][CH2:13][N:12]([C:15]([O:17][C:18](C)(C)C)=[O:16])[CH2:11]3)[CH2:9][NH:8][C:5]2=[CH:6][CH:7]=1.[NH2:22][C:23]1[S:24][C:25]([S:28][CH2:29][C:30]([O:32][CH2:33][CH3:34])=[O:31])=[CH:26][N:27]=1.Cl.NC1SC(Cl)=CN=1.Cl[C:44](OC)=[O:45]. Given the product [Br:1][C:2]1[CH:3]=[C:4]2[C@@:10]3([CH2:14][CH2:13][N:12]([C:15]([O:17][CH3:18])=[O:16])[CH2:11]3)[CH2:9][N:8]([C:44](=[O:45])[NH:22][C:23]3[S:24][C:25]([S:28][CH2:29][C:30]([O:32][CH2:33][CH3:34])=[O:31])=[CH:26][N:27]=3)[C:5]2=[CH:6][CH:7]=1, predict the reactants needed to synthesize it. (2) Given the product [CH2:1]([O:8][C:9]([NH:11][C@H:12]([C:13]1[N:15]([C@@H:16]([CH2:21][CH2:22][CH2:23][CH3:24])[C:17]([O:19][CH3:20])=[O:18])[N:44]=[N:56][N:55]=1)[CH2:25][C:26]1[C:35]2[C:30](=[CH:31][CH:32]=[CH:33][CH:34]=2)[CH:29]=[CH:28][CH:27]=1)=[O:10])[C:2]1[CH:7]=[CH:6][CH:5]=[CH:4][CH:3]=1, predict the reactants needed to synthesize it. The reactants are: [CH2:1]([O:8][C:9]([NH:11][C@@H:12]([CH2:25][C:26]1[C:35]2[C:30](=[CH:31][CH:32]=[CH:33][CH:34]=2)[CH:29]=[CH:28][CH:27]=1)[C:13]([NH:15][C@@H:16]([CH2:21][CH2:22][CH2:23][CH3:24])[C:17]([O:19][CH3:20])=[O:18])=O)=[O:10])[C:2]1[CH:7]=[CH:6][CH:5]=[CH:4][CH:3]=1.C1(P(C2C=CC=CC=2)C2C=CC=C[N:44]=2)C=CC=CC=1.[N:55]#[N:56].CC(OC(/N=N/C(OC(C)C)=O)=O)C.C1(P(N=[N+]=[N-])(C2C=CC=CC=2)=O)C=CC=CC=1. (3) Given the product [S:11]1[C:12]2[CH:17]=[CH:16][CH:15]=[CH:14][C:13]=2[N:8]([CH2:7][CH2:6][O:5][C:35]2[CH:34]=[CH:33][C:32]([CH2:31][CH:25]([OH:24])[C:26]([O:28][CH2:29][CH3:30])=[O:27])=[CH:37][CH:36]=2)[CH2:9][CH2:10]1, predict the reactants needed to synthesize it. The reactants are: CS([O:5][CH2:6][CH2:7][N:8]1[C:13]2[CH:14]=[CH:15][CH:16]=[CH:17][C:12]=2[S:11][CH2:10][CH2:9]1)(=O)=O.C(=O)([O-])[O-].[K+].[K+].[OH:24][CH:25]([CH2:31][C:32]1[CH:37]=[CH:36][C:35](O)=[CH:34][CH:33]=1)[C:26]([O:28][CH2:29][CH3:30])=[O:27].